Predict which catalyst facilitates the given reaction. From a dataset of Catalyst prediction with 721,799 reactions and 888 catalyst types from USPTO. (1) Reactant: Cl[C:2](Cl)([O:4]C(=O)OC(Cl)(Cl)Cl)Cl.[F:13][C:14]([F:22])([F:21])[CH:15]([OH:20])[C:16]([F:19])([F:18])[F:17].C(N(CC)C(C)C)(C)C.[N:32]1([CH2:38][C:39]2[CH:44]=[CH:43][C:42]([N:45]3[CH2:50][CH2:49][O:48][CH2:47][CH2:46]3)=[CH:41][C:40]=2[O:51][C:52]([F:55])([F:54])[F:53])[CH2:37][CH2:36][NH:35][CH2:34][CH2:33]1. Product: [N:45]1([C:42]2[CH:43]=[CH:44][C:39]([CH2:38][N:32]3[CH2:37][CH2:36][N:35]([C:2]([O:20][CH:15]([C:16]([F:19])([F:18])[F:17])[C:14]([F:22])([F:21])[F:13])=[O:4])[CH2:34][CH2:33]3)=[C:40]([O:51][C:52]([F:54])([F:55])[F:53])[CH:41]=2)[CH2:46][CH2:47][O:48][CH2:49][CH2:50]1. The catalyst class is: 46. (2) Reactant: [C:1]([NH:4][C:5]1[C:14]([O:15][CH:16]2[CH2:20][CH2:19][CH2:18][CH2:17]2)=[C:13]([O:21][CH3:22])[CH:12]=[CH:11][C:6]=1[C:7]([O:9][CH3:10])=[O:8])(=[O:3])[CH3:2].[H-].[Na+].I[CH3:26]. Product: [CH:16]1([O:15][C:14]2[C:5]([N:4]([CH3:26])[C:1](=[O:3])[CH3:2])=[C:6]([CH:11]=[CH:12][C:13]=2[O:21][CH3:22])[C:7]([O:9][CH3:10])=[O:8])[CH2:17][CH2:18][CH2:19][CH2:20]1. The catalyst class is: 7. (3) Reactant: [CH3:1][O:2][C:3]([C:5]1[CH:10]=[CH:9][CH:8]=[CH:7][C:6]=1[N:11]=[C:12]=[O:13])=[O:4].[C:14]([N:21]1[CH2:26][CH2:25][NH:24][CH2:23][CH2:22]1)([O:16][C:17]([CH3:20])([CH3:19])[CH3:18])=[O:15]. Product: [C:14]([N:21]1[CH2:22][CH2:23][N:24]([C:12]([NH:11][C:6]2[CH:7]=[CH:8][CH:9]=[CH:10][C:5]=2[C:3]([O:2][CH3:1])=[O:4])=[O:13])[CH2:25][CH2:26]1)([O:16][C:17]([CH3:20])([CH3:19])[CH3:18])=[O:15]. The catalyst class is: 26. (4) Reactant: [Si:1]([O:8][CH2:9][C:10]1[N:15]=[CH:14][C:13]2[N:16]=[CH:17][N:18]([C:19]3[S:23][C:22]([C:24]([O:26]C)=O)=[C:21]([O:28][C@@H:29]([C:31]4[CH:36]=[CH:35][CH:34]=[CH:33][C:32]=4[F:37])[CH3:30])[CH:20]=3)[C:12]=2[CH:11]=1)([C:4]([CH3:7])([CH3:6])[CH3:5])([CH3:3])[CH3:2].[NH3:38]. Product: [Si:1]([O:8][CH2:9][C:10]1[N:15]=[CH:14][C:13]2[N:16]=[CH:17][N:18]([C:19]3[S:23][C:22]([C:24]([NH2:38])=[O:26])=[C:21]([O:28][C@@H:29]([C:31]4[CH:36]=[CH:35][CH:34]=[CH:33][C:32]=4[F:37])[CH3:30])[CH:20]=3)[C:12]=2[CH:11]=1)([C:4]([CH3:7])([CH3:5])[CH3:6])([CH3:3])[CH3:2]. The catalyst class is: 5. (5) Reactant: Br[C:2]1[N:7]=[C:6]([C:8]2[C:9]([O:17][CH3:18])=[N:10][C:11]([CH:14]([CH3:16])[CH3:15])=[CH:12][CH:13]=2)[C:5]([CH3:19])=[C:4]([CH3:20])[C:3]=1[N:21]([C@@H:25]([CH3:29])[CH2:26][O:27][CH3:28])[CH2:22][CH:23]=[CH2:24]. The catalyst class is: 3. Product: [CH:14]([C:11]1[N:10]=[C:9]([O:17][CH3:18])[C:8]([C:6]2[N:7]=[C:2]3[C:23]([CH3:24])=[CH:22][N:21]([C@@H:25]([CH3:29])[CH2:26][O:27][CH3:28])[C:3]3=[C:4]([CH3:20])[C:5]=2[CH3:19])=[CH:13][CH:12]=1)([CH3:16])[CH3:15]. (6) Reactant: [CH3:1][O:2][C:3]1[CH:4]=[C:5]([CH:10]=[CH:11][C:12]=1[N:13]1[CH:17]=[C:16]([CH3:18])[N:15]=[CH:14]1)[C:6]([NH:8][NH2:9])=O.[F:19][C:20]1[CH:21]=[C:22]([C:27]2([C:35]([O:37][CH2:38][CH3:39])=[O:36])[CH2:32][CH2:31][CH2:30][N:29]=[C:28]2SC)[CH:23]=[CH:24][C:25]=1[F:26]. Product: [F:19][C:20]1[CH:21]=[C:22]([C:27]2([C:35]([O:37][CH2:38][CH3:39])=[O:36])[CH2:32][CH2:31][CH2:30][N:29]3[C:6]([C:5]4[CH:10]=[CH:11][C:12]([N:13]5[CH:17]=[C:16]([CH3:18])[N:15]=[CH:14]5)=[C:3]([O:2][CH3:1])[CH:4]=4)=[N:8][N:9]=[C:28]23)[CH:23]=[CH:24][C:25]=1[F:26]. The catalyst class is: 162. (7) Reactant: [C:1]([CH:6]1[CH2:11][CH2:10][CH2:9][CH2:8][C:7]1=O)(=O)[CH:2]([CH3:4])[CH3:3].[C:13]([CH2:15][C:16]([NH2:18])=[O:17])#[N:14].N1CCCCC1. Product: [CH:2]([C:1]1[NH:18][C:16](=[O:17])[C:15]([C:13]#[N:14])=[C:7]2[C:6]=1[CH2:11][CH2:10][CH2:9][CH2:8]2)([CH3:4])[CH3:3]. The catalyst class is: 8. (8) Reactant: ClC1C=CC=CC=1[C:8]1[C:14]2[CH:15]=[C:16](C#N)[C:17](O)=[CH:18][C:13]=2[NH:12][C:11](=[O:22])[CH2:10][N:9]=1.C(=O)([O-])[O-].[Na+].[Na+].ClCCCN1CCOCC1. Product: [N:12]1[C:11](=[O:22])[CH:10]=[N:9][CH:8]=[C:14]2[CH:15]=[CH:16][CH:17]=[CH:18][C:13]=12. The catalyst class is: 9.